This data is from Reaction yield outcomes from USPTO patents with 853,638 reactions. The task is: Predict the reaction yield, written as a fraction of the theoretical maximum amount of product (1.0 means a 100% yield; for example, 0.34 means a 34% yield). (1) The reactants are C([N:4]1[C:12]2[C:7](=[CH:8][CH:9]=[CH:10][CH:11]=2)[C:6]([CH3:14])([CH3:13])[C:5]1=[O:15])(=O)C. The catalyst is S(=O)(=O)(O)O.C1COCC1.CCOCC. The product is [CH3:13][C:6]1([CH3:14])[C:7]2[C:12](=[CH:11][CH:10]=[CH:9][CH:8]=2)[NH:4][C:5]1=[O:15]. The yield is 0.570. (2) The reactants are [H-].[Na+].[CH:3]1[C:12]2[C:7](=[CH:8][CH:9]=[CH:10][CH:11]=2)[CH:6]=[CH:5][C:4]=1[S:13]([N:16]1[CH2:21][CH2:20][NH:19][CH2:18][CH2:17]1)(=[O:15])=[O:14].CS([C:26]1[N:31]=[CH:30][C:29]([C:32]([O:34][CH2:35][CH3:36])=[O:33])=[CH:28][N:27]=1)(=O)=O.O. The catalyst is C1COCC1. The product is [CH:3]1[C:12]2[C:7](=[CH:8][CH:9]=[CH:10][CH:11]=2)[CH:6]=[CH:5][C:4]=1[S:13]([N:16]1[CH2:21][CH2:20][N:19]([C:26]2[N:27]=[CH:28][C:29]([C:32]([O:34][CH2:35][CH3:36])=[O:33])=[CH:30][N:31]=2)[CH2:18][CH2:17]1)(=[O:15])=[O:14]. The yield is 0.840. (3) The reactants are [OH-].[Na+].[Br:3][C:4]1[CH:5]=[C:6]([C:21]([O:23]C)=[O:22])[CH:7]=[C:8]2[C:13]=1[O:12][C:11]([N:14]1[CH2:19][CH2:18][O:17][CH2:16][CH2:15]1)=[CH:10][C:9]2=[O:20].Cl. The catalyst is CO.O. The product is [Br:3][C:4]1[CH:5]=[C:6]([C:21]([OH:23])=[O:22])[CH:7]=[C:8]2[C:13]=1[O:12][C:11]([N:14]1[CH2:19][CH2:18][O:17][CH2:16][CH2:15]1)=[CH:10][C:9]2=[O:20]. The yield is 0.840. (4) The reactants are [CH3:1][C:2]1([CH3:14])[CH2:11][C:10]2[NH:9][C:8](=O)[CH:7]=[CH:6][C:5]=2[C:4](=[O:13])[CH2:3]1.P(Cl)(Cl)([Cl:17])=O. No catalyst specified. The product is [Cl:17][C:8]1[CH:7]=[CH:6][C:5]2[C:4](=[O:13])[CH2:3][C:2]([CH3:14])([CH3:1])[CH2:11][C:10]=2[N:9]=1. The yield is 0.600.